This data is from Retrosynthesis with 50K atom-mapped reactions and 10 reaction types from USPTO. The task is: Predict the reactants needed to synthesize the given product. (1) Given the product N#CC1(NC(=O)[C@@H]2CCCC[C@H]2c2oc(-c3ccc(F)c(F)c3)nc2-c2ccc(N3CCS(=O)(=O)CC3)cc2)CC1, predict the reactants needed to synthesize it. The reactants are: N#CC1(NC(=O)[C@@H]2CCCC[C@H]2c2oc(-c3ccc(F)c(F)c3)nc2-c2ccc(Br)cc2)CC1.O=S1(=O)CCNCC1. (2) Given the product O=S(=O)(Nc1cccc2nc(NC3COc4ccccc43)ccc12)c1cc(F)c(F)c(F)c1, predict the reactants needed to synthesize it. The reactants are: NC1COc2ccccc21.O=S(=O)(Nc1cccc2nc(Cl)ccc12)c1cc(F)c(F)c(F)c1. (3) Given the product Fc1cc2c(cn1)[nH]c1ncc(Br)cc12, predict the reactants needed to synthesize it. The reactants are: Nc1cnc(F)cc1-c1cc(Br)cnc1F.